Dataset: Reaction yield outcomes from USPTO patents with 853,638 reactions. Task: Predict the reaction yield, written as a fraction of the theoretical maximum amount of product (1.0 means a 100% yield; for example, 0.34 means a 34% yield). (1) The product is [CH3:1][O:2][C:3]1[CH:4]=[CH:5][C:6]([CH2:7][N:8]2[CH:17]=[C:16]3[C:10]([N:11]([CH2:39][C:40]4[CH:45]=[CH:44][CH:43]=[CH:42][N:41]=4)[CH2:12][CH2:13][CH2:14][C:15]3=[O:18])=[N:9]2)=[CH:19][CH:20]=1. The reactants are [CH3:1][O:2][C:3]1[CH:20]=[CH:19][C:6]([CH2:7][N:8]2[CH:17]=[C:16]3[C:10]([NH:11][CH2:12][CH2:13][CH2:14][C:15]3=[O:18])=[N:9]2)=[CH:5][CH:4]=1.[Li+].C[Si]([N-][Si](C)(C)C)(C)C.C([O-])([O-])=O.[K+].[K+].Br.Br[CH2:39][C:40]1[CH:45]=[CH:44][CH:43]=[CH:42][N:41]=1. The yield is 0.140. The catalyst is C1COCC1.CN(C=O)C. (2) The reactants are [N:1]([CH2:4][CH2:5][CH2:6][Si:7]([CH3:19])([CH3:18])[O:8][Si:9]([CH3:17])([CH3:16])[CH2:10][CH2:11][CH2:12][N:13]=[N+:14]=[N-:15])=[N+:2]=[N-:3].[C:20]1([C:26]#[CH:27])[CH:25]=[CH:24][CH:23]=[CH:22][CH:21]=1.[N-]=[N+]=[N-]. No catalyst specified. The product is [C:20]1([C:26]2[N:3]=[N:2][N:1]([CH2:4][CH2:5][CH2:6][Si:7]([CH3:19])([CH3:18])[O:8][Si:9]([CH3:17])([CH3:16])[CH2:10][CH2:11][CH2:12][N:13]3[CH:27]=[C:26]([C:20]4[CH:25]=[CH:24][CH:23]=[CH:22][CH:21]=4)[N:15]=[N:14]3)[CH:27]=2)[CH:25]=[CH:24][CH:23]=[CH:22][CH:21]=1. The yield is 0.960. (3) The reactants are C(OC(=O)[NH:7][C:8]1[CH:13]=[CH:12][C:11]([CH:14]2[CH2:19][N:18]([CH3:20])[C:17](=[O:21])[N:16]([CH3:22])[CH2:15]2)=[CH:10][CH:9]=1)(C)(C)C.C1C(=O)N([Br:31])C(=O)C1.C(Cl)Cl.C([O-])(O)=O.[Na+].[C:40]([OH:46])([C:42]([F:45])([F:44])[F:43])=[O:41]. No catalyst specified. The product is [F:43][C:42]([F:45])([F:44])[C:40]([OH:46])=[O:41].[NH2:7][C:8]1[CH:13]=[CH:12][C:11]([CH:14]2[CH2:19][N:18]([CH3:20])[C:17](=[O:21])[N:16]([CH3:22])[CH2:15]2)=[CH:10][C:9]=1[Br:31]. The yield is 0.920. (4) The reactants are [CH2:1]([O:3][C:4]1[CH:11]=[CH:10][C:7]([CH:8]=O)=[CH:6][CH:5]=1)[CH3:2].[CH:12]1([NH:17][OH:18])[CH2:16][CH2:15][CH2:14][CH2:13]1.O.C1(C)C=CC(S(O)(=O)=O)=CC=1. The catalyst is C1(C)C=CC=CC=1. The product is [CH2:1]([O:3][C:4]1[CH:11]=[CH:10][C:7]([CH:8]=[N+:17]([CH:12]2[CH2:16][CH2:15][CH2:14][CH2:13]2)[O-:18])=[CH:6][CH:5]=1)[CH3:2]. The yield is 0.651. (5) The reactants are C[N:2]([CH3:23])[CH:3]=[C:4]([C:10](=[O:22])[C:11]1[CH:16]=[C:15]([F:17])[C:14]([F:18])=[C:13]([O:19][CH3:20])[C:12]=1[F:21])[C:5]([O:7][CH2:8][CH3:9])=[O:6].C1(C)C=CC(S(O)(=O)=O)=CC=1.[F:35][C@H:36]1C[C@H:37]1N.C(N(CC)CC)C.O. The catalyst is ClCCl. The product is [F:35][C@H:36]1[CH2:37][C@H:23]1[NH:2][CH:3]=[C:4]([C:10](=[O:22])[C:11]1[CH:16]=[C:15]([F:17])[C:14]([F:18])=[C:13]([O:19][CH3:20])[C:12]=1[F:21])[C:5]([O:7][CH2:8][CH3:9])=[O:6]. The yield is 0.977. (6) The reactants are [Cl:1][C:2]1[CH:7]=[CH:6][C:5]([CH2:8][C:9](=[O:11])[CH3:10])=[CH:4][CH:3]=1.[BrH:12].BrBr.CC(C)=O. The catalyst is C(O)(=O)C. The product is [Br:12][CH2:10][C:9](=[O:11])[CH2:8][C:5]1[CH:4]=[CH:3][C:2]([Cl:1])=[CH:7][CH:6]=1. The yield is 0.690. (7) The reactants are [N-:1]=[N+:2]=[N-:3].[Na+].[S:5](Cl)([Cl:8])(=[O:7])=[O:6].[NH:10]1[CH:14]=[CH:13][N:12]=[CH:11]1.Cl. The catalyst is C(OCC)(=O)C.C(#N)C. The product is [ClH:8].[N:10]1([S:5]([N:1]=[N+:2]=[N-:3])(=[O:7])=[O:6])[CH:14]=[CH:13][N:12]=[CH:11]1. The yield is 0.499.